From a dataset of Forward reaction prediction with 1.9M reactions from USPTO patents (1976-2016). Predict the product of the given reaction. (1) Given the reactants [CH3:1][C:2]1([CH3:28])[CH:11]=[C:10]([C:12]2[CH:17]=[CH:16][CH:15]=[CH:14][CH:13]=2)[C:9]2[C:4](=[CH:5][C:6]([O:24][CH2:25][CH2:26]C)=[C:7](/[C:18](/[CH3:23])=[C:19](/[F:22])\[CH:20]=[O:21])[CH:8]=2)[O:3]1.CC1(C)C=C(C2C=CC=CC=2)C2C(=CC(OCCC)=C(/C(/C)=C(/F)\CO)C=2)O1.C[N+]1([O-])CCOCC1, predict the reaction product. The product is: [CH2:25]([O:24][C:6]1[CH:5]=[C:4]2[C:9]([C:10]([C:12]3[CH:17]=[CH:16][CH:15]=[CH:14][CH:13]=3)=[CH:11][C:2]([CH3:28])([CH3:1])[O:3]2)=[CH:8][C:7]=1/[C:18](/[CH3:23])=[C:19](/[F:22])\[CH:20]=[O:21])[CH3:26]. (2) Given the reactants C(OC(=O)[NH:7][C:8]1[CH:13]=[C:12]([N:14]([CH3:18])[CH2:15][CH2:16][CH3:17])[C:11]([C:19]([F:22])([F:21])[F:20])=[CH:10][C:9]=1[NH:23][C:24](=[O:40])[CH2:25][C:26](=O)[C:27]1[CH:32]=[CH:31][CH:30]=[C:29]([C:33]2[CH:38]=[CH:37][N:36]=[CH:35][CH:34]=2)[CH:28]=1)(C)(C)C.C(O)(C(F)(F)F)=O, predict the reaction product. The product is: [CH3:18][N:14]([CH2:15][CH2:16][CH3:17])[C:12]1[C:11]([C:19]([F:21])([F:20])[F:22])=[CH:10][C:9]2[NH:23][C:24](=[O:40])[CH2:25][C:26]([C:27]3[CH:32]=[CH:31][CH:30]=[C:29]([C:33]4[CH:38]=[CH:37][N:36]=[CH:35][CH:34]=4)[CH:28]=3)=[N:7][C:8]=2[CH:13]=1. (3) Given the reactants [ClH:1].O.[N:3]1([C:9]2[N:14]=[C:13]([C:15]3[C:16]([C:22]([F:25])([F:24])[F:23])=[CH:17][C:18]([NH2:21])=[N:19][CH:20]=3)[CH:12]=[C:11]([N:26]3[CH2:31][CH2:30][O:29][CH2:28][CH2:27]3)[N:10]=2)[CH2:8][CH2:7][O:6][CH2:5][CH2:4]1, predict the reaction product. The product is: [ClH:1].[N:3]1([C:9]2[N:14]=[C:13]([C:15]3[C:16]([C:22]([F:25])([F:23])[F:24])=[CH:17][C:18]([NH2:21])=[N:19][CH:20]=3)[CH:12]=[C:11]([N:26]3[CH2:27][CH2:28][O:29][CH2:30][CH2:31]3)[N:10]=2)[CH2:4][CH2:5][O:6][CH2:7][CH2:8]1.